Task: Predict the product of the given reaction.. Dataset: Forward reaction prediction with 1.9M reactions from USPTO patents (1976-2016) (1) Given the reactants [C:1]([O:5][C:6]([NH:8][C@@H:9]([CH3:13])[C:10]([OH:12])=O)=[O:7])([CH3:4])([CH3:3])[CH3:2].CN1CCOCC1.ClC(OCC(C)C)=O.[NH2:29][C:30]1[CH:44]=[CH:43][CH:42]=[C:41]([Cl:45])[C:31]=1[C:32]([NH:34][C:35]1[CH:40]=[CH:39][CH:38]=[CH:37][CH:36]=1)=[O:33], predict the reaction product. The product is: [Cl:45][C:41]1[C:31]([C:32](=[O:33])[NH:34][C:35]2[CH:36]=[CH:37][CH:38]=[CH:39][CH:40]=2)=[C:30]([NH:29][C:10](=[O:12])[C@@H:9]([NH:8][C:6](=[O:7])[O:5][C:1]([CH3:2])([CH3:3])[CH3:4])[CH3:13])[CH:44]=[CH:43][CH:42]=1. (2) Given the reactants [F:1][C:2]1[CH:37]=[CH:36][C:5]([CH2:6][CH2:7][N:8]2[CH2:13][CH2:12][N:11]([C:14]3[CH:15]=[CH:16][C:17]4[C:18]5[CH2:27][N:26](C(OC(C)(C)C)=O)[CH2:25][CH2:24][C:19]=5[N:20]([CH3:23])[C:21]=4[CH:22]=3)[C:10](=[O:35])[CH2:9]2)=[CH:4][CH:3]=1.C1(N)C(F)=C(F)C(F)=C(N)C=1F.[ClH:50].Cl, predict the reaction product. The product is: [ClH:50].[ClH:50].[F:1][C:2]1[CH:37]=[CH:36][C:5]([CH2:6][CH2:7][N:8]2[CH2:13][CH2:12][N:11]([C:14]3[CH:15]=[CH:16][C:17]4[C:18]5[CH2:27][NH:26][CH2:25][CH2:24][C:19]=5[N:20]([CH3:23])[C:21]=4[CH:22]=3)[C:10](=[O:35])[CH2:9]2)=[CH:4][CH:3]=1. (3) Given the reactants [C:1]1([N:7]2[CH:12]=[CH:11][C:10]([CH2:13][CH2:14][CH2:15][CH2:16][C:17]3[N:18]=[N:19][NH:20][CH:21]=3)=[C:9]([OH:22])[C:8]2=O)[CH:6]=[CH:5][CH:4]=[CH:3][CH:2]=1.P12(SP3(SP(SP(S3)(S1)=S)(=S)S2)=S)=[S:25].C1(N2C=CC(CCCC3N=NNC=3)=C(O)C2=S)C=CC=CC=1, predict the reaction product. The product is: [C:1]1([N:7]2[CH:12]=[CH:11][C:10]([CH2:13][CH2:14][CH2:15][CH2:16][C:17]3[N:18]=[N:19][NH:20][CH:21]=3)=[C:9]([OH:22])[C:8]2=[S:25])[CH:6]=[CH:5][CH:4]=[CH:3][CH:2]=1. (4) The product is: [CH3:1][N:2]([CH3:15])[S:3]([C:6]1[CH:14]=[CH:13][C:9]([C:10]([Cl:18])=[O:11])=[CH:8][CH:7]=1)(=[O:5])=[O:4]. Given the reactants [CH3:1][N:2]([CH3:15])[S:3]([C:6]1[CH:14]=[CH:13][C:9]([C:10](O)=[O:11])=[CH:8][CH:7]=1)(=[O:5])=[O:4].S(Cl)([Cl:18])=O, predict the reaction product. (5) Given the reactants [C:14]1(P([C:14]2[CH:19]=[CH:18][CH:17]=[CH:16][CH:15]=2)[C:14]2[CH:19]=[CH:18][CH:17]=[CH:16][CH:15]=2)[CH:19]=[CH:18][CH:17]=[CH:16][CH:15]=1.[CH:20]1(C(O)C)CCCC[CH2:21]1.CCOC(/N=N/C(OCC)=O)=O.O1CCCCC1[N:47]1[C:55]2[C:50](=[CH:51][C:52]([C:56]3[N:60]=[CH:59][N:58](C(C4C=CC=CC=4)(C4C=CC=CC=4)C4C=CC=CC=4)[N:57]=3)=[CH:53][CH:54]=2)[C:49]([C:80]2[CH:81]=[C:82]([OH:86])[CH:83]=[CH:84][CH:85]=2)=[N:48]1.Cl, predict the reaction product. The product is: [NH:57]1[C:56]([C:52]2[CH:51]=[C:50]3[C:55](=[CH:54][CH:53]=2)[NH:47][N:48]=[C:49]3[C:80]2[CH:85]=[CH:84][CH:83]=[C:82]([O:86][CH2:20][CH2:21][CH:14]3[CH2:15][CH2:16][CH2:17][CH2:18][CH2:19]3)[CH:81]=2)=[N:60][CH:59]=[N:58]1. (6) Given the reactants [C:1]([O:5][C:6]([N:8]1[C:17]2[C:12](=[CH:13][CH:14]=[CH:15][N:16]=2)[CH2:11][CH2:10][CH2:9]1)=[O:7])([CH3:4])([CH3:3])[CH3:2].CC(O)=O.C1C(=O)N([Br:29])C(=O)C1, predict the reaction product. The product is: [C:1]([O:5][C:6]([N:8]1[C:17]2[C:12](=[CH:13][C:14]([Br:29])=[CH:15][N:16]=2)[CH2:11][CH2:10][CH2:9]1)=[O:7])([CH3:4])([CH3:2])[CH3:3]. (7) The product is: [CH2:13]([N:10]1[CH:8]=[C:7]([CH2:6][CH2:5][CH2:4][CH2:3][CH2:2][CH2:1][OH:9])[N:12]=[N:11]1)[C:14]1[CH:19]=[CH:18][CH:17]=[CH:16][CH:15]=1. Given the reactants [CH2:1]([OH:9])[CH2:2][CH2:3][CH2:4][CH2:5][CH2:6][C:7]#[CH:8].[N:10]([CH2:13][C:14]1[CH:19]=[CH:18][CH:17]=[CH:16][CH:15]=1)=[N+:11]=[N-:12].O=C1O[C@H]([C@H](CO)O)C([O-])=C1O.[Na+].Cl.[Na+].[Cl-], predict the reaction product. (8) The product is: [N:17]1([CH2:22][CH:23]2[CH2:28][CH2:27][CH:26]([CH2:29][CH2:30][NH:31][C:14]([C:11]3[CH:10]=[CH:9][C:8]([C:5]4[CH:4]=[CH:3][C:2]([Cl:1])=[CH:7][CH:6]=4)=[CH:13][CH:12]=3)=[O:16])[CH2:25][CH2:24]2)[CH2:21][CH2:20][CH2:19][CH2:18]1. Given the reactants [Cl:1][C:2]1[CH:7]=[CH:6][C:5]([C:8]2[CH:13]=[CH:12][C:11]([C:14]([OH:16])=O)=[CH:10][CH:9]=2)=[CH:4][CH:3]=1.[N:17]1([CH2:22][CH:23]2[CH2:28][CH2:27][CH:26]([CH2:29][CH2:30][NH2:31])[CH2:25][CH2:24]2)[CH2:21][CH2:20][CH2:19][CH2:18]1, predict the reaction product.